From a dataset of Forward reaction prediction with 1.9M reactions from USPTO patents (1976-2016). Predict the product of the given reaction. (1) Given the reactants [CH3:1][O:2][CH2:3][O:4][C:5]1[C:23]([CH3:24])=[CH:22][C:8](/[CH:9]=[CH:10]/[C:11]2[CH:12]=[C:13]([CH:19]=[CH:20][CH:21]=2)[C:14]([O:16]CC)=[O:15])=[CH:7][C:6]=1[CH3:25].[OH-].[Na+].C(O)(=O)CC(CC(O)=O)(C(O)=O)O, predict the reaction product. The product is: [CH3:1][O:2][CH2:3][O:4][C:5]1[C:6]([CH3:25])=[CH:7][C:8](/[CH:9]=[CH:10]/[C:11]2[CH:12]=[C:13]([CH:19]=[CH:20][CH:21]=2)[C:14]([OH:16])=[O:15])=[CH:22][C:23]=1[CH3:24]. (2) The product is: [CH3:14][O:15][C:16]1[CH:17]=[C:18]([CH:38]=[CH:39][C:40]=1[O:41][CH3:42])[O:19][CH2:20][C:21]1[O:25][N:24]=[C:23]([C@@H:26]2[CH2:30][CH2:29][CH2:28][NH:27]2)[N:22]=1. Given the reactants Cl.C(OCC)(=O)C.C(OCC)(=O)C.[CH3:14][O:15][C:16]1[CH:17]=[C:18]([CH:38]=[CH:39][C:40]=1[O:41][CH3:42])[O:19][CH2:20][C:21]1[O:25][N:24]=[C:23]([C@@H:26]2[CH2:30][CH2:29][CH2:28][N:27]2C(OC(C)(C)C)=O)[N:22]=1, predict the reaction product.